The task is: Regression. Given a peptide amino acid sequence and an MHC pseudo amino acid sequence, predict their binding affinity value. This is MHC class I binding data.. This data is from Peptide-MHC class I binding affinity with 185,985 pairs from IEDB/IMGT. (1) The peptide sequence is FFTELDGVRL. The MHC is Patr-A0701 with pseudo-sequence Patr-A0701. The binding affinity (normalized) is 0.0164. (2) The peptide sequence is MRNTIMASK. The MHC is HLA-A25:01 with pseudo-sequence HLA-A25:01. The binding affinity (normalized) is 0.0847. (3) The peptide sequence is ITNNIIGLLF. The MHC is H-2-Kb with pseudo-sequence H-2-Kb. The binding affinity (normalized) is 0.169. (4) The peptide sequence is HTLWKAGILY. The MHC is HLA-A31:01 with pseudo-sequence HLA-A31:01. The binding affinity (normalized) is 0.0641. (5) The peptide sequence is FVNRRFTLV. The MHC is HLA-A02:02 with pseudo-sequence HLA-A02:02. The binding affinity (normalized) is 0.583. (6) The peptide sequence is TSTLQEQIGW. The MHC is HLA-B35:01 with pseudo-sequence HLA-B35:01. The binding affinity (normalized) is 0. (7) The peptide sequence is DEEFRQYTAF. The MHC is Mamu-B01 with pseudo-sequence Mamu-B01. The binding affinity (normalized) is 0. (8) The peptide sequence is YLDMVLAFL. The MHC is HLA-B35:01 with pseudo-sequence HLA-B35:01. The binding affinity (normalized) is 0.0847. (9) The peptide sequence is ERLKIRGSA. The MHC is HLA-B40:01 with pseudo-sequence HLA-B40:01. The binding affinity (normalized) is 0.